This data is from Forward reaction prediction with 1.9M reactions from USPTO patents (1976-2016). The task is: Predict the product of the given reaction. (1) The product is: [Cl:12][C:13]1[CH:20]=[CH:19][C:16]([CH2:17][N:1]2[C:9]3[C:4](=[CH:5][CH:6]=[CH:7][CH:8]=3)[CH:3]=[CH:2]2)=[CH:15][CH:14]=1. Given the reactants [NH:1]1[C:9]2[C:4](=[CH:5][CH:6]=[CH:7][CH:8]=2)[CH:3]=[CH:2]1.[H-].[Na+].[Cl:12][C:13]1[CH:20]=[CH:19][C:16]([CH2:17]Cl)=[CH:15][CH:14]=1.O, predict the reaction product. (2) Given the reactants [F:1][C:2]1[CH:10]=[CH:9][C:8]([CH2:11][C:12]2[C:21]3[C:16](=[CH:17][CH:18]=[CH:19][CH:20]=3)[C:15](=[O:22])[NH:14][N:13]=2)=[CH:7][C:3]=1[C:4](O)=[O:5].[CH3:23][O:24][CH2:25][C@@H:26]([O:28][CH:29]1[CH2:34][CH2:33][NH:32][CH2:31][CH2:30]1)[CH3:27].CCN(C(C)C)C(C)C, predict the reaction product. The product is: [F:1][C:2]1[CH:10]=[CH:9][C:8]([CH2:11][C:12]2[C:21]3[C:16](=[CH:17][CH:18]=[CH:19][CH:20]=3)[C:15](=[O:22])[NH:14][N:13]=2)=[CH:7][C:3]=1[C:4]([N:32]1[CH2:33][CH2:34][CH:29]([O:28][C@@H:26]([CH3:27])[CH2:25][O:24][CH3:23])[CH2:30][CH2:31]1)=[O:5]. (3) Given the reactants C(OC(=O)[NH:7][C:8]1[CH:13]=[CH:12][C:11]([NH:14][C:15]2[N:24]=[C:23]([N:25]([CH3:27])[CH3:26])[C:22]3[C:17](=[CH:18][CH:19]=[CH:20][CH:21]=3)[N:16]=2)=[CH:10][CH:9]=1)(C)(C)C.Cl.C([O-])(O)=O.[Na+].[Br:35][C:36]1[CH:41]=[CH:40][C:39]([S:42](Cl)(=[O:44])=[O:43])=[C:38]([O:46][C:47]([F:50])([F:49])[F:48])[CH:37]=1, predict the reaction product. The product is: [Br:35][C:36]1[CH:41]=[CH:40][C:39]([S:42]([NH:7][C:8]2[CH:9]=[CH:10][C:11]([NH:14][C:15]3[N:24]=[C:23]([N:25]([CH3:26])[CH3:27])[C:22]4[C:17](=[CH:18][CH:19]=[CH:20][CH:21]=4)[N:16]=3)=[CH:12][CH:13]=2)(=[O:44])=[O:43])=[C:38]([O:46][C:47]([F:49])([F:48])[F:50])[CH:37]=1.